From a dataset of Full USPTO retrosynthesis dataset with 1.9M reactions from patents (1976-2016). Predict the reactants needed to synthesize the given product. (1) Given the product [CH2:22]([C:9]1([CH2:11][C:12]([OH:17])=[O:13])[CH2:21][CH2:20][C:12]2([O:17][CH2:16][C:15]([CH3:19])([CH3:18])[CH2:14][O:13]2)[CH2:11][CH2:10]1)[CH:23]=[CH2:24], predict the reactants needed to synthesize it. The reactants are: C(OC(=O)CC([C:9]1([CH2:22][CH:23]=[CH2:24])[CH2:21][CH2:20][C:12]2([O:17][CH2:16][C:15]([CH3:19])([CH3:18])[CH2:14][O:13]2)[CH2:11][CH2:10]1)C#N)C. (2) Given the product [Cl:1][C:2]1[CH:3]=[C:4]2[C:8](=[CH:9][CH:10]=1)[NH:7][CH:6]=[C:5]2[CH2:11][CH2:12][NH:13][C:14]([C:15]1[CH:16]=[C:17]([C:24]2[CH:25]=[CH:26][CH:27]=[CH:28][C:23]=2[CH3:32])[CH:18]=[CH:19][CH:20]=1)=[O:22], predict the reactants needed to synthesize it. The reactants are: [Cl:1][C:2]1[CH:3]=[C:4]2[C:8](=[CH:9][CH:10]=1)[NH:7][CH:6]=[C:5]2[CH2:11][CH2:12][NH:13][C:14](=[O:22])[C:15]1[CH:20]=[CH:19][CH:18]=[C:17](I)[CH:16]=1.[C:23]1([CH3:32])[CH:28]=[CH:27][CH:26]=[CH:25][C:24]=1B(O)O.C(=O)([O-])[O-].[Na+].[Na+]. (3) Given the product [F:26][C:23]1[CH:22]=[CH:21][C:20]([C:6]2[C:5](/[CH:4]=[CH:3]/[CH:2]=[O:27])=[C:10]([CH:11]([CH3:13])[CH3:12])[N:9]=[C:8]([N:14]([CH3:19])[S:15]([CH3:18])(=[O:17])=[O:16])[N:7]=2)=[CH:25][CH:24]=1, predict the reactants needed to synthesize it. The reactants are: C/[C:2](/[OH:27])=[CH:3]\[CH2:4][C:5]1[C:6]([C:20]2[CH:25]=[CH:24][C:23]([F:26])=[CH:22][CH:21]=2)=[N:7][C:8]([N:14]([CH3:19])[S:15]([CH3:18])(=[O:17])=[O:16])=[N:9][C:10]=1[CH:11]([CH3:13])[CH3:12].[Cr](O[Cr]([O-])(=O)=O)([O-])(=O)=O.[NH+]1C=CC=CC=1.[NH+]1C=CC=CC=1. (4) The reactants are: [C:1]([CH:3]=[C:4]1[CH2:9][CH2:8][N:7]([C:10]2[CH:15]=[CH:14][C:13]([N:16]3[CH2:20][C@@H:19]([CH2:21][N:22]4[CH:26]=[C:25]([C:27]([O:29][CH2:30][CH3:31])=[O:28])[N:24]=[N:23]4)[O:18][C:17]3=[O:32])=[CH:12][CH:11]=2)[CH2:6][CH2:5]1)#[N:2]. Given the product [C:1]([CH2:3][CH:4]1[CH2:9][CH2:8][N:7]([C:10]2[CH:15]=[CH:14][C:13]([N:16]3[CH2:20][C@@H:19]([CH2:21][N:22]4[CH:26]=[C:25]([C:27]([O:29][CH2:30][CH3:31])=[O:28])[N:24]=[N:23]4)[O:18][C:17]3=[O:32])=[CH:12][CH:11]=2)[CH2:6][CH2:5]1)#[N:2], predict the reactants needed to synthesize it. (5) Given the product [CH3:7][C:8]1[N:9]([C:14]2[CH:15]=[CH:16][CH:17]=[C:18]([CH2:20][CH2:21][CH2:22][O:23][C:25]3[CH:30]=[CH:29][C:28]([N+:31]([O-:33])=[O:32])=[CH:27][CH:26]=3)[N:19]=2)[C:10]([CH3:13])=[CH:11][CH:12]=1, predict the reactants needed to synthesize it. The reactants are: CC(C)([O-])C.[K+].[CH3:7][C:8]1[N:9]([C:14]2[N:19]=[C:18]([CH2:20][CH2:21][CH2:22][OH:23])[CH:17]=[CH:16][CH:15]=2)[C:10]([CH3:13])=[CH:11][CH:12]=1.F[C:25]1[CH:30]=[CH:29][C:28]([N+:31]([O-:33])=[O:32])=[CH:27][CH:26]=1.C(OCC)(=O)C. (6) The reactants are: C([O:8][C:9]1[CH:14]=[CH:13][C:12]([C:15]2[NH:19][C:18]([C@@H:20]3[CH2:24][CH2:23][CH2:22][N:21]3[C:25]([O:27][C:28]([CH3:31])([CH3:30])[CH3:29])=[O:26])=[N:17][CH:16]=2)=[CH:11][CH:10]=1)C1C=CC=CC=1.C([O-])=O.[NH4+]. Given the product [OH:8][C:9]1[CH:14]=[CH:13][C:12]([C:15]2[NH:19][C:18]([C@@H:20]3[CH2:24][CH2:23][CH2:22][N:21]3[C:25]([O:27][C:28]([CH3:31])([CH3:30])[CH3:29])=[O:26])=[N:17][CH:16]=2)=[CH:11][CH:10]=1, predict the reactants needed to synthesize it. (7) Given the product [CH3:37][O:36][CH2:35][CH:4]([CH2:3][O:2][CH3:1])[O:5][C:6]1[CH:7]=[C:8]([O:24][C:25]2[CH:26]=[N:27][C:28]([S:31]([CH3:34])(=[O:32])=[O:33])=[CH:29][CH:30]=2)[CH:9]=[C:10]2[C:14]=1[NH:13][C:12]([C:15]1[S:16][CH:17]([CH2:20][C:21]([NH2:41])=[O:22])[CH2:18][N:19]=1)=[CH:11]2, predict the reactants needed to synthesize it. The reactants are: [CH3:1][O:2][CH2:3][CH:4]([CH2:35][O:36][CH3:37])[O:5][C:6]1[CH:7]=[C:8]([O:24][C:25]2[CH:26]=[N:27][C:28]([S:31]([CH3:34])(=[O:33])=[O:32])=[CH:29][CH:30]=2)[CH:9]=[C:10]2[C:14]=1[NH:13][C:12]([C:15]1[S:16][CH:17]([CH2:20][C:21](O)=[O:22])[CH2:18][N:19]=1)=[CH:11]2.Cl.C([N:41]=C=NCCCN(C)C)C.ON1C2C=CC=CC=2N=N1.[OH-].[NH4+]. (8) Given the product [OH:10][CH2:9][C:8]1[CH:13]=[CH:14][C:5]([C:3]#[N:4])=[CH:6][C:7]=1[CH:15]([CH3:17])[CH3:16], predict the reactants needed to synthesize it. The reactants are: [BH4-].[Li+].[C:3]([C:5]1[CH:14]=[CH:13][C:8]([C:9](OC)=[O:10])=[C:7]([CH:15]([CH3:17])[CH3:16])[CH:6]=1)#[N:4]. (9) Given the product [C:17]([NH:16][C:5]1[C:4]([F:20])=[CH:3][C:2]([Cl:1])=[C:7]([CH:6]=1)[O:8][C:9]1[CH:14]=[CH:13][CH:12]=[CH:11][C:10]=1[O:15][CH2:28][C:29]([O:31][CH2:32][CH3:33])=[O:30])(=[O:19])[CH3:18], predict the reactants needed to synthesize it. The reactants are: [Cl:1][C:2]1[C:7]([O:8][C:9]2[CH:14]=[CH:13][CH:12]=[CH:11][C:10]=2[OH:15])=[CH:6][C:5]([NH:16][C:17](=[O:19])[CH3:18])=[C:4]([F:20])[CH:3]=1.C(=O)([O-])[O-].[K+].[K+].Br[CH2:28][C:29]([O:31][CH2:32][CH3:33])=[O:30].O. (10) Given the product [F:18][C:19]1[C:20]([CH2:31][N:32]([CH3:40])[C:33](=[O:39])[O:34][C:35]([CH3:36])([CH3:37])[CH3:38])=[CH:21][N:22]([S:47]([C:42]2[CH:43]=[CH:44][CH:45]=[CH:46][N:41]=2)(=[O:49])=[O:48])[C:23]=1[C:24]1[C:25]([F:30])=[N:26][CH:27]=[CH:28][CH:29]=1, predict the reactants needed to synthesize it. The reactants are: [H-].[Na+].C1OCCOCCOCCOCCOC1.[F:18][C:19]1[C:20]([CH2:31][N:32]([CH3:40])[C:33](=[O:39])[O:34][C:35]([CH3:38])([CH3:37])[CH3:36])=[CH:21][NH:22][C:23]=1[C:24]1[C:25]([F:30])=[N:26][CH:27]=[CH:28][CH:29]=1.[N:41]1[CH:46]=[CH:45][CH:44]=[CH:43][C:42]=1[S:47](Cl)(=[O:49])=[O:48].